This data is from Catalyst prediction with 721,799 reactions and 888 catalyst types from USPTO. The task is: Predict which catalyst facilitates the given reaction. Reactant: [Cl:1][C:2]1[CH:7]=[CH:6][C:5]([NH:8][C:9](=[O:15])[C:10]([O:12]CC)=[O:11])=[CH:4][C:3]=1[F:16].[OH-].[Na+].CCO.Cl. Product: [Cl:1][C:2]1[CH:7]=[CH:6][C:5]([NH:8][C:9](=[O:15])[C:10]([OH:12])=[O:11])=[CH:4][C:3]=1[F:16]. The catalyst class is: 6.